From a dataset of Forward reaction prediction with 1.9M reactions from USPTO patents (1976-2016). Predict the product of the given reaction. (1) Given the reactants [O:1]1[CH:5]=[CH:4][N:3]=[CH:2]1.B.C1COCC1.[Li]C(C)(C)C.[O:17]([C:24]1[CH:25]=[C:26]2[C:30](=[CH:31][CH:32]=1)[CH2:29][CH:28]([CH:33]=[O:34])[CH2:27]2)[C:18]1[CH:23]=[CH:22][CH:21]=[CH:20][CH:19]=1, predict the reaction product. The product is: [O:1]1[CH:5]=[CH:4][N:3]=[C:2]1[CH:33]([CH:28]1[CH2:27][C:26]2[C:30](=[CH:31][CH:32]=[C:24]([O:17][C:18]3[CH:23]=[CH:22][CH:21]=[CH:20][CH:19]=3)[CH:25]=2)[CH2:29]1)[OH:34]. (2) Given the reactants FC1C=CC(S(N)(=O)=O)=CC=1[N+]([O-])=O.[CH3:15][N:16]([CH3:21])[CH2:17][CH2:18][CH2:19][NH2:20].F[C:23]1[CH:28]=[CH:27][C:26]([S:29]([NH2:32])(=[O:31])=[O:30])=[CH:25][C:24]=1[S:33]([C:36]([F:39])([F:38])[F:37])(=[O:35])=[O:34], predict the reaction product. The product is: [CH3:15][N:16]([CH3:21])[CH2:17][CH2:18][CH2:19][NH:20][C:23]1[CH:28]=[CH:27][C:26]([S:29]([NH2:32])(=[O:31])=[O:30])=[CH:25][C:24]=1[S:33]([C:36]([F:37])([F:39])[F:38])(=[O:35])=[O:34]. (3) Given the reactants [CH3:1][N:2]([CH3:7])[CH2:3][C:4](O)=[O:5].C(N(CC)C(C)C)(C)C.F[B-](F)(F)F.N1(OC(N(C)C)=[N+](C)C)C2C=CC=CC=2N=N1.[CH3:39][O:40][C:41]1[CH:42]=[CH:43][CH:44]=[C:45]2[C:50]=1[CH:49]([NH:51][C:52]1[CH:61]=[CH:60][C:59]3[C:54](=[CH:55][CH:56]=[C:57]([NH2:62])[CH:58]=3)[N:53]=1)[CH2:48][CH2:47][CH2:46]2, predict the reaction product. The product is: [CH3:1][N:2]([CH3:7])[CH2:3][C:4]([NH:62][C:57]1[CH:58]=[C:59]2[C:54](=[CH:55][CH:56]=1)[N:53]=[C:52]([NH:51][CH:49]1[C:50]3[C:45](=[CH:44][CH:43]=[CH:42][C:41]=3[O:40][CH3:39])[CH2:46][CH2:47][CH2:48]1)[CH:61]=[CH:60]2)=[O:5]. (4) The product is: [NH2:1][C:2]([NH:4][C:5]1[S:6][C:7]([C:13]2[CH:14]=[CH:15][C:16]([CH2:19][N:23]([CH2:24][CH3:25])[CH2:21][CH3:22])=[CH:17][CH:18]=2)=[CH:8][C:9]=1[C:10]([NH2:12])=[O:11])=[O:3]. Given the reactants [NH2:1][C:2]([NH:4][C:5]1[S:6][C:7]([C:13]2[CH:18]=[CH:17][C:16]([CH:19]=O)=[CH:15][CH:14]=2)=[CH:8][C:9]=1[C:10]([NH2:12])=[O:11])=[O:3].[CH2:21]([NH:23][CH2:24][CH3:25])[CH3:22].C(OC)(OC)OC.C([BH3-])#N.[N-]=C=O, predict the reaction product. (5) Given the reactants C(S(N1CCC(C2[C:25]3[C:24](=[C:23]([C:26]([NH2:27])=O)C=C([C:21]4S[C:23]([CH2:26][NH:27]CC(C)CC)=[CH:24][CH:25]=4)[CH:21]=3)NC=2)CC1)(=O)=O)C.[CH:36]([C:38]1[S:42][C:41]([B:43]([OH:45])[OH:44])=[CH:40][CH:39]=1)=O.C1(N)CCCC1.[BH3-]C#N.[Na+], predict the reaction product. The product is: [CH:26]1([NH:27][CH2:36][C:38]2[S:42][C:41]([B:43]([OH:45])[OH:44])=[CH:40][CH:39]=2)[CH2:21][CH2:25][CH2:24][CH2:23]1. (6) Given the reactants [C:1]([C:5]1[CH:10]=[C:9]([C:11]2[N:12]=[C:13]([CH2:16][N:17]([CH3:27])C3C=CC(N(C)C)=CC=3)[S:14][CH:15]=2)[CH:8]=[C:7]([C:28]([CH3:31])([CH3:30])[CH3:29])[C:6]=1[OH:32])([CH3:4])([CH3:3])[CH3:2].[N+:33]([C:36]1[CH:43]=[CH:42][C:39](C=O)=[CH:38][CH:37]=1)([O-:35])=[O:34].CO.[BH4-].[Na+], predict the reaction product. The product is: [C:1]([C:5]1[CH:10]=[C:9]([C:11]2[N:12]=[C:13]([CH2:16][NH:17][CH2:27][C:39]3[CH:42]=[CH:43][C:36]([N+:33]([O-:35])=[O:34])=[CH:37][CH:38]=3)[S:14][CH:15]=2)[CH:8]=[C:7]([C:28]([CH3:31])([CH3:30])[CH3:29])[C:6]=1[OH:32])([CH3:3])([CH3:4])[CH3:2]. (7) Given the reactants [CH2:1]1[C:9]2[C:4](=[CH:5][CH:6]=[CH:7][CH:8]=2)[CH2:3][CH:2]1[N:10]1[C:19](=[O:20])[C:18]2[C:13](=[CH:14][C:15]([C:21]([F:24])([F:23])[F:22])=[CH:16][CH:17]=2)[NH:12][C:11]1=S.[NH2:26]O.C(OO)(C)(C)C.O, predict the reaction product. The product is: [NH2:26][C:11]1[N:10]([CH:2]2[CH2:3][C:4]3[C:9](=[CH:8][CH:7]=[CH:6][CH:5]=3)[CH2:1]2)[C:19](=[O:20])[C:18]2[C:13](=[CH:14][C:15]([C:21]([F:24])([F:23])[F:22])=[CH:16][CH:17]=2)[N:12]=1. (8) Given the reactants [CH2:1]([O:3][C:4]([C:6]1[CH:7]=[N:8][C:9]2[C:14]([C:15]=1Cl)=[CH:13][CH:12]=[CH:11][C:10]=2[O:17][CH3:18])=[O:5])[CH3:2].[F:19][C:20]([F:26])([F:25])[CH2:21][CH2:22][CH2:23][NH2:24], predict the reaction product. The product is: [CH2:1]([O:3][C:4]([C:6]1[CH:7]=[N:8][C:9]2[C:14]([C:15]=1[NH:24][CH2:23][CH2:22][CH2:21][C:20]([F:26])([F:25])[F:19])=[CH:13][CH:12]=[CH:11][C:10]=2[O:17][CH3:18])=[O:5])[CH3:2].